Predict the reaction yield, written as a fraction of the theoretical maximum amount of product (1.0 means a 100% yield; for example, 0.34 means a 34% yield). From a dataset of Reaction yield outcomes from USPTO patents with 853,638 reactions. (1) The reactants are [C:1]([C:3]1[CH:4]=[C:5]2[C:10](=[CH:11][CH:12]=1)[NH:9][CH2:8][C@@H:7]([NH:13]C(=O)[C@@H](O)C1C=CC=CC=1)[CH2:6]2)#[N:2].S(=O)(=O)(O)O. The catalyst is CCO. The product is [NH2:13][C@H:7]1[CH2:6][C:5]2[C:10](=[CH:11][CH:12]=[C:3]([C:1]#[N:2])[CH:4]=2)[NH:9][CH2:8]1. The yield is 0.730. (2) The reactants are C(O)(C(F)(F)F)=O.[F:8][C:9]1[CH:14]=[CH:13][C:12]([C:15]2[O:37][C:18]3=[N:19][CH:20]=[C:21]([C:23]4[CH:24]=[C:25]([CH:33]=[CH:34][C:35]=4[CH3:36])[C:26]([O:28]C(C)(C)C)=O)[CH:22]=[C:17]3[C:16]=2[C:38](=[O:41])[NH:39][CH3:40])=[CH:11][CH:10]=1.CCN(C(C)C)C(C)C.Cl.[N:52]1[CH:57]=[CH:56][CH:55]=[N:54][C:53]=1[C:58]1([NH2:61])[CH2:60][CH2:59]1.CN(C(ON1N=NC2C=CC=NC1=2)=[N+](C)C)C.F[P-](F)(F)(F)(F)F. The catalyst is ClCCCl. The product is [F:8][C:9]1[CH:14]=[CH:13][C:12]([C:15]2[O:37][C:18]3=[N:19][CH:20]=[C:21]([C:23]4[CH:24]=[C:25]([C:26](=[O:28])[NH:61][C:58]5([C:53]6[N:54]=[CH:55][CH:56]=[CH:57][N:52]=6)[CH2:60][CH2:59]5)[CH:33]=[CH:34][C:35]=4[CH3:36])[CH:22]=[C:17]3[C:16]=2[C:38]([NH:39][CH3:40])=[O:41])=[CH:11][CH:10]=1. The yield is 0.611.